This data is from Catalyst prediction with 721,799 reactions and 888 catalyst types from USPTO. The task is: Predict which catalyst facilitates the given reaction. (1) Reactant: [NH2:1][C:2]1[CH:3]=[C:4]([C:8]#[CH:9])[CH:5]=[CH:6][CH:7]=1.[CH2:10]([N:13]=[C:14]=[O:15])[CH2:11][CH3:12]. Product: [C:8]([C:4]1[CH:3]=[C:2]([NH:1][C:14]([NH:13][CH2:10][CH2:11][CH3:12])=[O:15])[CH:7]=[CH:6][CH:5]=1)#[CH:9]. The catalyst class is: 4. (2) Reactant: Cl.Cl.Cl.[CH3:4][N:5]1[CH2:10][CH2:9][N:8]([C@@H:11]2[CH2:16][CH2:15][CH2:14][C@H:13]([NH2:17])[CH2:12]2)[CH2:7][CH2:6]1.[C:18]([O-:21])([O-])=[O:19].[K+].[K+].[C:24]1([CH3:30])[CH:29]=[CH:28][CH:27]=[CH:26][CH:25]=1. Product: [CH2:30]([O:21][C:18](=[O:19])[NH:17][C@H:13]1[CH2:14][CH2:15][CH2:16][C@@H:11]([N:8]2[CH2:7][CH2:6][N:5]([CH3:4])[CH2:10][CH2:9]2)[CH2:12]1)[C:24]1[CH:29]=[CH:28][CH:27]=[CH:26][CH:25]=1. The catalyst class is: 6. (3) Reactant: [F:1][C:2]1[C:3]([CH2:23][NH2:24])=[N:4][CH:5]=[C:6]([C:8]2[CH:13]=[CH:12][N:11]=[C:10]3[NH:14][C:15]([C:17]4[CH:18]=[N:19][N:20]([CH3:22])[CH:21]=4)=[N:16][C:9]=23)[CH:7]=1.[C:25]([C:29]1[O:33][N:32]=[C:31]([C:34](O)=[O:35])[N:30]=1)([CH3:28])([CH3:27])[CH3:26].CCN(C(C)C)C(C)C.C(P1(=O)OP(=O)(CCC)OP(=O)(CCC)O1)CC. Product: [F:1][C:2]1[C:3]([CH2:23][NH:24][C:34]([C:31]2[N:30]=[C:29]([C:25]([CH3:28])([CH3:27])[CH3:26])[O:33][N:32]=2)=[O:35])=[N:4][CH:5]=[C:6]([C:8]2[CH:13]=[CH:12][N:11]=[C:10]3[NH:14][C:15]([C:17]4[CH:18]=[N:19][N:20]([CH3:22])[CH:21]=4)=[N:16][C:9]=23)[CH:7]=1. The catalyst class is: 85. (4) The catalyst class is: 142. Product: [F:1][C:2]1[C:11]([F:12])=[CH:10][C:9]([NH:13][S:20]([C:14]2[CH:19]=[CH:18][CH:17]=[CH:16][CH:15]=2)(=[O:22])=[O:21])=[C:8]2[C:3]=1[CH:4]=[CH:5][CH:6]=[N:7]2. Reactant: [F:1][C:2]1[C:11]([F:12])=[CH:10][C:9]([NH2:13])=[C:8]2[C:3]=1[CH:4]=[CH:5][CH:6]=[N:7]2.[C:14]1([S:20](Cl)(=[O:22])=[O:21])[CH:19]=[CH:18][CH:17]=[CH:16][CH:15]=1. (5) Reactant: O.C1(C)C(S(O)(=O)=O)=CC=CC=1.C(OC([NH:20][C@@H:21]([CH2:37][CH:38]1[CH2:43][CH2:42][CH2:41][CH2:40][CH2:39]1)[CH2:22][N:23]([CH2:33][CH2:34][CH2:35][CH3:36])[C:24]([O:26][CH2:27][CH2:28][Si:29]([CH3:32])([CH3:31])[CH3:30])=[O:25])=O)(C)(C)C. Product: [NH2:20][C@@H:21]([CH2:37][CH:38]1[CH2:39][CH2:40][CH2:41][CH2:42][CH2:43]1)[CH2:22][N:23]([CH2:33][CH2:34][CH2:35][CH3:36])[C:24]([O:26][CH2:27][CH2:28][Si:29]([CH3:32])([CH3:30])[CH3:31])=[O:25]. The catalyst class is: 863. (6) Reactant: [Cl:1][C:2]1[CH:7]=[CH:6][C:5]([C@@H:8]2[C@:10]3([C:18]4[C:13](=[CH:14][CH:15]=[CH:16][CH:17]=4)[N:12]([CH2:19][C:20]4[CH:21]=[C:22]([CH:26]=[CH:27][CH:28]=4)[C:23](O)=[O:24])[C:11]3=[O:29])[CH2:9]2)=[CH:4][CH:3]=1.ClC1C=CC([C@H]2[C@@]3(C4C(=CC=CC=4)N(CC4C=C(C=CC=4)C(O)=O)C3=O)C2)=CC=1.Cl.CN(C)CCCN=C=NCC.ON1C2C=CC=CC=2N=N1.[NH:81]1[CH2:86][CH2:85][CH2:84][CH2:83][CH2:82]1. Product: [Cl:1][C:2]1[CH:7]=[CH:6][C:5]([C@H:8]2[C@@:10]3([C:18]4[C:13](=[CH:14][CH:15]=[CH:16][CH:17]=4)[N:12]([CH2:19][C:20]4[CH:28]=[CH:27][CH:26]=[C:22]([C:23]([N:81]5[CH2:86][CH2:85][CH2:84][CH2:83][CH2:82]5)=[O:24])[CH:21]=4)[C:11]3=[O:29])[CH2:9]2)=[CH:4][CH:3]=1. The catalyst class is: 3. (7) Reactant: [C:1]([N:4]1[C:13]2[C:8](=[CH:9][C:10]([C:14]3[CH:19]=[CH:18][C:17]([CH2:20][NH:21][CH:22]4[CH2:27][CH2:26][N:25](C(OC(C)(C)C)=O)[CH2:24][CH2:23]4)=[CH:16][CH:15]=3)=[CH:11][CH:12]=2)[C@H:7]([NH:35][C:36]([O:38][CH:39]([CH3:41])[CH3:40])=[O:37])[CH2:6][C@@H:5]1[CH3:42])(=[O:3])[CH3:2].C(O)(C(F)(F)F)=O. Product: [C:1]([N:4]1[C:13]2[C:8](=[CH:9][C:10]([C:14]3[CH:15]=[CH:16][C:17]([CH2:20][NH:21][CH:22]4[CH2:27][CH2:26][NH:25][CH2:24][CH2:23]4)=[CH:18][CH:19]=3)=[CH:11][CH:12]=2)[C@H:7]([NH:35][C:36](=[O:37])[O:38][CH:39]([CH3:40])[CH3:41])[CH2:6][C@@H:5]1[CH3:42])(=[O:3])[CH3:2]. The catalyst class is: 4. (8) Reactant: [OH:1][C:2]([CH3:8])([CH3:7])[CH2:3][C:4]([OH:6])=O.Cl.[NH2:10][C:11]1[N:12]=[C:13]2[CH:18]=[CH:17][C:16]([O:19][C:20]3[CH:21]=[CH:22][C:23]([CH3:36])=[C:24]([NH:26][C:27]([C:29]4[N:33]([CH3:34])[N:32]=[C:31]([CH3:35])[CH:30]=4)=[O:28])[CH:25]=3)=[N:15][N:14]2[CH:37]=1.F[P-](F)(F)(F)(F)F.N1(OC(N(C)C)=[N+](C)C)C2N=CC=CC=2N=N1.C(N(CC)C(C)C)(C)C. Product: [OH:1][C:2]([CH3:8])([CH3:7])[CH2:3][C:4]([NH:10][C:11]1[N:12]=[C:13]2[CH:18]=[CH:17][C:16]([O:19][C:20]3[CH:21]=[CH:22][C:23]([CH3:36])=[C:24]([NH:26][C:27]([C:29]4[N:33]([CH3:34])[N:32]=[C:31]([CH3:35])[CH:30]=4)=[O:28])[CH:25]=3)=[N:15][N:14]2[CH:37]=1)=[O:6]. The catalyst class is: 9. (9) Reactant: C[O:2][C:3]([C:5]1[CH2:6][N:7]([C:29]([O:31][C:32]([CH3:35])([CH3:34])[CH3:33])=[O:30])[CH2:8][CH2:9][C:10]=1[C:11]1[CH:16]=[CH:15][C:14]([CH2:17][CH2:18][O:19][C:20]2[CH:25]=[C:24]([CH3:26])[CH:23]=[C:22]([CH3:27])[C:21]=2[CH3:28])=[CH:13][CH:12]=1)=[O:4].[OH-].[Na+]. Product: [C:32]([O:31][C:29]([N:7]1[CH2:8][CH2:9][C:10]([C:11]2[CH:12]=[CH:13][C:14]([CH2:17][CH2:18][O:19][C:20]3[CH:25]=[C:24]([CH3:26])[CH:23]=[C:22]([CH3:27])[C:21]=3[CH3:28])=[CH:15][CH:16]=2)=[C:5]([C:3]([OH:4])=[O:2])[CH2:6]1)=[O:30])([CH3:35])([CH3:33])[CH3:34]. The catalyst class is: 14.